Dataset: Full USPTO retrosynthesis dataset with 1.9M reactions from patents (1976-2016). Task: Predict the reactants needed to synthesize the given product. (1) The reactants are: [Cl:1][C:2]1[CH:3]=[CH:4][C:5]([O:16][CH2:17][C:18]2[CH:23]=CC=C[CH:19]=2)=[C:6]([CH2:8][C:9]2[O:13][C:12]([C:14]#[N:15])=[CH:11][CH:10]=2)[CH:7]=1.ClC1C=CC(OCC(C)C)=C(CC2OC(C(N)=O)=CC=2)C=1. Given the product [Cl:1][C:2]1[CH:3]=[CH:4][C:5]([O:16][CH2:17][CH:18]([CH3:23])[CH3:19])=[C:6]([CH2:8][C:9]2[O:13][C:12]([C:14]#[N:15])=[CH:11][CH:10]=2)[CH:7]=1, predict the reactants needed to synthesize it. (2) Given the product [Cl:15][C:9]1[C:10]([NH2:14])=[N:11][C:12]([NH2:13])=[CH:7][N:8]=1, predict the reactants needed to synthesize it. The reactants are: [OH-].[Li+].COC([C:7]1[C:12]([NH2:13])=[N:11][C:10]([NH2:14])=[C:9]([Cl:15])[N:8]=1)=O.Cl. (3) Given the product [CH3:29][O:28][CH2:27][CH:26]([N:25]1[C:2]2[C:11]3[N:10]=[CH:9][CH:8]=[C:7]([C:12]4[C:17]([CH3:18])=[CH:16][C:15]([CH3:19])=[CH:14][C:13]=4[CH3:20])[C:6]=3[N:5]=[C:4]([C:21]3[C:13]([CH3:14])=[CH:12][C:7]([CH3:8])=[CH:6][C:11]=3[CH3:2])[C:3]=2[CH:22]=[CH:23]1)[CH2:30][CH3:31], predict the reactants needed to synthesize it. The reactants are: Cl[C:2]1[C:11]2[C:6](=[C:7]([C:12]3[C:17]([CH3:18])=[CH:16][C:15]([CH3:19])=[CH:14][C:13]=3[CH3:20])[CH:8]=[CH:9][N:10]=2)[N:5]=[C:4]([CH3:21])[C:3]=1[CH2:22][CH2:23]Cl.[NH2:25][CH:26]([CH2:30][CH3:31])[CH2:27][O:28][CH3:29]. (4) Given the product [F:20][C:2]([F:1])([F:19])[C:3]1[CH:4]=[CH:5][C:6]([C:9]2[N:14]=[CH:13][N:12]=[C:11]([C:15]3[NH:17][O:18][C:21](=[O:22])[N:16]=3)[CH:10]=2)=[CH:7][CH:8]=1, predict the reactants needed to synthesize it. The reactants are: [F:1][C:2]([F:20])([F:19])[C:3]1[CH:8]=[CH:7][C:6]([C:9]2[N:14]=[CH:13][N:12]=[C:11]([C:15](=[N:17][OH:18])[NH2:16])[CH:10]=2)=[CH:5][CH:4]=1.[C:21](N1C=CN=C1)(N1C=CN=C1)=[O:22].N12CCCN=C1CCCCC2.Cl. (5) Given the product [NH2:8][CH2:9][CH2:10][C:11]([N:13]1[CH2:25][CH2:24][C:23]2[C:22]3[C:17](=[CH:18][CH:19]=[C:20]([Cl:26])[CH:21]=3)[NH:16][C:15]=2[CH:14]1[C:27]1[CH:28]=[C:29]([OH:33])[CH:30]=[CH:31][CH:32]=1)=[O:12], predict the reactants needed to synthesize it. The reactants are: C(OC([NH:8][CH2:9][CH2:10][C:11]([N:13]1[CH2:25][CH2:24][C:23]2[C:22]3[C:17](=[CH:18][CH:19]=[C:20]([Cl:26])[CH:21]=3)[NH:16][C:15]=2[CH:14]1[C:27]1[CH:32]=[CH:31][CH:30]=[C:29]([OH:33])[CH:28]=1)=[O:12])=O)(C)(C)C.Cl.O1CCOCC1.